Dataset: NCI-60 drug combinations with 297,098 pairs across 59 cell lines. Task: Regression. Given two drug SMILES strings and cell line genomic features, predict the synergy score measuring deviation from expected non-interaction effect. (1) Synergy scores: CSS=25.5, Synergy_ZIP=-16.3, Synergy_Bliss=-21.4, Synergy_Loewe=-39.5, Synergy_HSA=-21.3. Drug 1: CC1C(C(CC(O1)OC2CC(CC3=C2C(=C4C(=C3O)C(=O)C5=C(C4=O)C(=CC=C5)OC)O)(C(=O)C)O)N)O.Cl. Drug 2: C1=NC2=C(N=C(N=C2N1C3C(C(C(O3)CO)O)O)F)N. Cell line: COLO 205. (2) Drug 1: CC(CN1CC(=O)NC(=O)C1)N2CC(=O)NC(=O)C2. Drug 2: COC1=NC(=NC2=C1N=CN2C3C(C(C(O3)CO)O)O)N. Cell line: A498. Synergy scores: CSS=22.8, Synergy_ZIP=7.89, Synergy_Bliss=11.5, Synergy_Loewe=-1.10, Synergy_HSA=4.22. (3) Drug 1: C1=CC(=CC=C1CCC2=CNC3=C2C(=O)NC(=N3)N)C(=O)NC(CCC(=O)O)C(=O)O. Drug 2: CC(C)NC(=O)C1=CC=C(C=C1)CNNC.Cl. Synergy scores: CSS=32.7, Synergy_ZIP=3.39, Synergy_Bliss=2.04, Synergy_Loewe=-43.5, Synergy_HSA=-0.849. Cell line: A549. (4) Drug 1: CCC1=CC2CC(C3=C(CN(C2)C1)C4=CC=CC=C4N3)(C5=C(C=C6C(=C5)C78CCN9C7C(C=CC9)(C(C(C8N6C)(C(=O)OC)O)OC(=O)C)CC)OC)C(=O)OC.C(C(C(=O)O)O)(C(=O)O)O. Drug 2: C1CCC(C(C1)N)N.C(=O)(C(=O)[O-])[O-].[Pt+4]. Cell line: SK-MEL-2. Synergy scores: CSS=55.4, Synergy_ZIP=-0.914, Synergy_Bliss=0.230, Synergy_Loewe=-20.0, Synergy_HSA=1.48. (5) Drug 1: C1=NC2=C(N1)C(=S)N=CN2. Drug 2: C1CNP(=O)(OC1)N(CCCl)CCCl. Cell line: OVCAR3. Synergy scores: CSS=47.3, Synergy_ZIP=-2.57, Synergy_Bliss=-3.60, Synergy_Loewe=-51.1, Synergy_HSA=-4.19.